Dataset: Full USPTO retrosynthesis dataset with 1.9M reactions from patents (1976-2016). Task: Predict the reactants needed to synthesize the given product. (1) Given the product [Cl:31][C:26]1[CH:27]=[CH:28][CH:29]=[CH:30][C:25]=1[S:22]([N:19]1[CH2:20][CH2:21][CH:16]([C:13]2[C:12]3[C:7](=[CH:8][CH:9]=[C:10]([F:32])[CH:11]=3)[CH:6]=[C:5]([CH2:4][C:3]([OH:33])=[O:2])[C:14]=2[CH3:15])[CH2:17][CH2:18]1)(=[O:23])=[O:24], predict the reactants needed to synthesize it. The reactants are: C[O:2][C:3](=[O:33])[CH2:4][C:5]1[C:14]([CH3:15])=[C:13]([CH:16]2[CH2:21][CH2:20][N:19]([S:22]([C:25]3[CH:30]=[CH:29][CH:28]=[CH:27][C:26]=3[Cl:31])(=[O:24])=[O:23])[CH2:18][CH2:17]2)[C:12]2[C:7](=[CH:8][CH:9]=[C:10]([F:32])[CH:11]=2)[CH:6]=1.O.[OH-].[Li+]. (2) Given the product [C:24]1([C:30]2[S:34][C:33]([NH:35][C:7]([C:6]3[C:5]4[CH:10]=[CH:11][C:12]([O:14][C:15]5[CH:20]=[CH:19][N:18]=[C:17]6[CH:21]=[CH:22][S:23][C:16]=56)=[CH:13][C:4]=4[O:3][C:2]=3[CH3:1])=[O:9])=[N:32][N:31]=2)[CH:25]=[CH:26][CH:27]=[CH:28][CH:29]=1, predict the reactants needed to synthesize it. The reactants are: [CH3:1][C:2]1[O:3][C:4]2[CH:13]=[C:12]([O:14][C:15]3[CH:20]=[CH:19][N:18]=[C:17]4[CH:21]=[CH:22][S:23][C:16]=34)[CH:11]=[CH:10][C:5]=2[C:6]=1[C:7]([OH:9])=O.[C:24]1([C:30]2[S:34][C:33]([NH2:35])=[N:32][N:31]=2)[CH:29]=[CH:28][CH:27]=[CH:26][CH:25]=1.